From a dataset of Full USPTO retrosynthesis dataset with 1.9M reactions from patents (1976-2016). Predict the reactants needed to synthesize the given product. (1) Given the product [CH:27]([C:23]1[N:22]=[C:21]([CH2:20][N:10]2[C:11]3[C:16](=[C:15]([N+:17]([O-:19])=[O:18])[CH:14]=[CH:13][CH:12]=3)[C:8]([CH3:30])=[N:9]2)[CH:26]=[CH:25][CH:24]=1)([CH3:29])[CH3:28], predict the reactants needed to synthesize it. The reactants are: C([O-])([O-])=O.[K+].[K+].Br[C:8]1[C:16]2[C:11](=[CH:12][CH:13]=[CH:14][C:15]=2[N+:17]([O-:19])=[O:18])[N:10]([CH2:20][C:21]2[CH:26]=[CH:25][CH:24]=[C:23]([CH:27]([CH3:29])[CH3:28])[N:22]=2)[N:9]=1.[CH3:30]B(O)O.C1(P(C2CCCCC2)C2C=CC=CC=2C2C(OC)=CC=C(S([O-])(=O)=O)C=2OC)CCCCC1.[Na+]. (2) Given the product [ClH:44].[ClH:44].[Br:24][C:20]1[CH:19]=[C:18]2[C:23](=[CH:22][CH:21]=1)[N:15]([C:13](=[O:14])[C@H:12]([NH2:39])[CH2:11][CH2:10][CH2:9][CH2:8][NH2:7])[CH:16]=[C:17]2/[C:25](/[C:37]#[N:38])=[CH:26]/[C:27]1[CH:32]=[C:31]([CH:30]=[CH:29][C:28]=1[O:35][CH3:36])[C:33]#[N:34], predict the reactants needed to synthesize it. The reactants are: C(OC(=O)[NH:7][CH2:8][CH2:9][CH2:10][CH2:11][C@@H:12]([NH:39]C(=O)[O-])[C:13]([N:15]1[C:23]2[C:18](=[CH:19][C:20]([Br:24])=[CH:21][CH:22]=2)[C:17](/[C:25](/[C:37]#[N:38])=[CH:26]/[C:27]2[CH:32]=[C:31]([C:33]#[N:34])[CH:30]=[CH:29][C:28]=2[O:35][CH3:36])=[CH:16]1)=[O:14])(C)(C)C.[ClH:44]. (3) Given the product [Cl:41][C:42]1[CH:43]=[C:44]([NH:48][C:16]([C:13]2[CH:12]=[CH:11][C:10]3[CH:9]=[C:8]4[C:2](=[O:1])[NH:3][CH2:4][CH2:5][CH2:6][N:7]4[C:15]=3[CH:14]=2)=[O:18])[CH:45]=[CH:46][CH:47]=1, predict the reactants needed to synthesize it. The reactants are: [O:1]=[C:2]1[C:8]2=[CH:9][C:10]3[CH:11]=[CH:12][C:13]([C:16]([OH:18])=O)=[CH:14][C:15]=3[N:7]2[CH2:6][CH2:5][CH2:4][NH:3]1.F[B-](F)(F)F.N1(OC(=[N+](C)C)N(C)C)C2C=CC=CC=2N=N1.[Cl:41][C:42]1[CH:43]=[C:44]([NH2:48])[CH:45]=[CH:46][CH:47]=1.C(N(CC)CC)C. (4) Given the product [OH:1][C:2]1[CH:11]=[CH:10][C:5]([C:6]([O:8][CH3:9])=[O:7])=[CH:4][C:3]=1[CH2:12][CH2:13][CH3:14], predict the reactants needed to synthesize it. The reactants are: [OH:1][C:2]1[CH:11]=[CH:10][C:5]([C:6]([O:8][CH3:9])=[O:7])=[CH:4][C:3]=1[CH2:12][CH:13]=[CH2:14]. (5) Given the product [Cl:14][C:15]1[N:16]=[CH:17][N:18]=[C:19]([NH:1][C:2]2[CH:7]=[N:6][CH:5]=[CH:4][N:3]=2)[CH:20]=1, predict the reactants needed to synthesize it. The reactants are: [NH2:1][C:2]1[CH:7]=[N:6][CH:5]=[CH:4][N:3]=1.CC(C)([O-])C.[Na+].[Cl:14][C:15]1[CH:20]=[C:19](Cl)[N:18]=[CH:17][N:16]=1. (6) Given the product [CH3:30][O:29][C:24]1[CH:23]=[C:22]([O:31][CH3:32])[CH:21]=[C:20]2[C:25]=1[C:26](=[O:28])[NH:27][C:18]([C:13]1[C:12]([NH:41][CH2:40][CH2:39][N:33]3[CH2:38][CH2:37][O:36][CH2:35][CH2:34]3)=[CH:17][CH:16]=[CH:15][N:14]=1)=[N:19]2, predict the reactants needed to synthesize it. The reactants are: C[Si]([N-][Si](C)(C)C)(C)C.[Li+].F[C:12]1[C:13]([C:18]2[NH:27][C:26](=[O:28])[C:25]3[C:20](=[CH:21][C:22]([O:31][CH3:32])=[CH:23][C:24]=3[O:29][CH3:30])[N:19]=2)=[N:14][CH:15]=[CH:16][CH:17]=1.[N:33]1([CH2:39][CH2:40][NH2:41])[CH2:38][CH2:37][O:36][CH2:35][CH2:34]1. (7) Given the product [Cl:16][C:17]1[C:22]([Cl:23])=[CH:21][CH:20]=[CH:19][C:18]=1[C:24]1[N:25]=[C:26]([N:29]2[CH2:34][CH2:33][N:32]([C:8]([NH:7][C:3]3[CH:2]=[N:1][CH:6]=[CH:5][CH:4]=3)=[O:15])[CH2:31][CH2:30]2)[S:27][CH:28]=1, predict the reactants needed to synthesize it. The reactants are: [N:1]1[CH:6]=[CH:5][CH:4]=[C:3]([NH:7][C:8](=[O:15])OCC(Cl)(Cl)Cl)[CH:2]=1.[Cl:16][C:17]1[C:22]([Cl:23])=[CH:21][CH:20]=[CH:19][C:18]=1[C:24]1[N:25]=[C:26]([N:29]2[CH2:34][CH2:33][NH:32][CH2:31][CH2:30]2)[S:27][CH:28]=1.C(N(C(C)C)CC)(C)C.O. (8) Given the product [C:1]([Si:5]([CH3:14])([CH3:13])[O:6][C@@H:7]1[CH2:11][CH2:10][C@H:9]([NH:12][C:21]2[CH:26]=[CH:25][C:24]([NH2:27])=[CH:23][N:22]=2)[CH2:8]1)([CH3:4])([CH3:3])[CH3:2], predict the reactants needed to synthesize it. The reactants are: [C:1]([Si:5]([CH3:14])([CH3:13])[O:6][C@@H:7]1[CH2:11][CH2:10][C@H:9]([NH2:12])[CH2:8]1)([CH3:4])([CH3:3])[CH3:2].CN(C=O)C.Cl[C:21]1[CH:26]=[CH:25][C:24]([N+:27]([O-])=O)=[CH:23][N:22]=1.C([O-])([O-])=O.[K+].[K+]. (9) Given the product [CH2:29]([N:31]([CH2:21][CH2:20][CH2:19][CH2:18][C:16]1[CH:15]=[CH:14][C:13]2[C:9]([C:6]3[CH:7]=[CH:8][C:3]([C:2]([F:28])([F:1])[F:27])=[CH:4][CH:5]=3)=[N:10][S:11][C:12]=2[CH:17]=1)[CH2:32][CH2:33][OH:34])[CH3:30], predict the reactants needed to synthesize it. The reactants are: [F:1][C:2]([F:28])([F:27])[C:3]1[CH:8]=[CH:7][C:6]([C:9]2[C:13]3[CH:14]=[CH:15][C:16]([CH2:18][CH2:19][CH2:20][CH2:21]OS(C)(=O)=O)=[CH:17][C:12]=3[S:11][N:10]=2)=[CH:5][CH:4]=1.[CH2:29]([NH:31][CH2:32][CH2:33][OH:34])[CH3:30].